Task: Predict the product of the given reaction.. Dataset: Forward reaction prediction with 1.9M reactions from USPTO patents (1976-2016) (1) The product is: [Cl:33][C:25]1[CH:24]=[C:23]([C:21]2[O:20][N:19]=[C:18]([C:13]3[CH:14]=[CH:15][CH:16]=[C:17]4[C:12]=3[N:11]([CH3:34])[CH:10]=[C:9]4[C@@H:7]3[CH2:8][C@H:6]3[C:4]([OH:5])=[O:3])[N:22]=2)[CH:28]=[CH:27][C:26]=1[O:29][CH:30]([CH3:31])[CH3:32]. Given the reactants C([O:3][C:4]([C@@H:6]1[CH2:8][C@H:7]1[C:9]1[C:17]2[C:12](=[C:13]([C:18]3[N:22]=[C:21]([C:23]4[CH:28]=[CH:27][C:26]([O:29][CH:30]([CH3:32])[CH3:31])=[C:25]([Cl:33])[CH:24]=4)[O:20][N:19]=3)[CH:14]=[CH:15][CH:16]=2)[N:11]([CH3:34])[CH:10]=1)=[O:5])C.[OH-].[Na+].Cl, predict the reaction product. (2) Given the reactants [F:1][C:2]([F:35])([F:34])[C:3]1[CH:4]=[C:5]([CH:27]=[C:28]([C:30]([F:33])([F:32])[F:31])[CH:29]=1)[C:6]([N:8]1[CH2:26][CH2:25][C:11]2([N:15]([C:16]3[CH:21]=[CH:20][CH:19]=[CH:18][C:17]=3[CH3:22])[C:14](=[O:23])[NH:13][C:12]2=[O:24])[CH2:10][CH2:9]1)=[O:7].Cl[CH2:37][C:38]1[C:39]([CH3:44])=[N:40][O:41][C:42]=1[CH3:43], predict the reaction product. The product is: [F:35][C:2]([F:1])([F:34])[C:3]1[CH:4]=[C:5]([CH:27]=[C:28]([C:30]([F:33])([F:32])[F:31])[CH:29]=1)[C:6]([N:8]1[CH2:26][CH2:25][C:11]2([N:15]([C:16]3[CH:21]=[CH:20][CH:19]=[CH:18][C:17]=3[CH3:22])[C:14](=[O:23])[N:13]([CH2:37][C:38]3[C:39]([CH3:44])=[N:40][O:41][C:42]=3[CH3:43])[C:12]2=[O:24])[CH2:10][CH2:9]1)=[O:7]. (3) The product is: [CH2:1]([O:8][C:9]1[N:10]=[N:11][C:12]([C:35]2[CH2:46][CH2:47][CH2:48][CH:50]=2)=[CH:13][C:14]=1[O:15][CH2:16][C:17]1[CH:22]=[CH:21][CH:20]=[CH:19][CH:18]=1)[C:2]1[CH:7]=[CH:6][CH:5]=[CH:4][CH:3]=1. Given the reactants [CH2:1]([O:8][C:9]1[N:10]=[N:11][C:12](Cl)=[CH:13][C:14]=1[O:15][CH2:16][C:17]1[CH:22]=[CH:21][CH:20]=[CH:19][CH:18]=1)[C:2]1[CH:7]=[CH:6][CH:5]=[CH:4][CH:3]=1.C(OC1N=N[C:35]([C:46]#[C:47][CH:48]([CH3:50])C)=CC=1OCC1C=CC=CC=1)C1C=CC=CC=1.C(=O)([O-])[O-].[K+].[K+].C1(B(O)O)CCCC=1, predict the reaction product. (4) Given the reactants [C:1]([C:3]1[CH:8]=[CH:7][C:6]([C:9](=[CH:15]N(C)C)[C:10](OCC)=[O:11])=[C:5]([O:19][CH3:20])[CH:4]=1)#[N:2].[NH:21]([C:23]1[CH:31]=[CH:30][C:26]([C:27]([OH:29])=[O:28])=[CH:25][N:24]=1)[NH2:22].Cl.CCN(C(C)C)C(C)C, predict the reaction product. The product is: [C:1]([C:3]1[CH:8]=[CH:7][C:6]([C:9]2[CH:15]=[N:22][N:21]([C:23]3[CH:31]=[CH:30][C:26]([C:27]([OH:29])=[O:28])=[CH:25][N:24]=3)[C:10]=2[OH:11])=[C:5]([O:19][CH3:20])[CH:4]=1)#[N:2]. (5) The product is: [O:11]1[CH:12]=[CH:13][CH:14]=[C:10]1[CH2:9][N:8]([CH2:15][C:16]1[CH:21]=[CH:20][C:19]([S:22][C:23]([CH3:32])([CH3:31])[C:24]([O:26][C:27]([CH3:30])([CH3:29])[CH3:28])=[O:25])=[CH:18][CH:17]=1)[C:4]1[CH:3]=[C:2]([CH2:34][C:35]2[CH:42]=[CH:41][C:38]([CH3:39])=[CH:37][CH:36]=2)[N:7]=[CH:6][N:5]=1. Given the reactants Cl[C:2]1[N:7]=[CH:6][N:5]=[C:4]([N:8]([CH2:15][C:16]2[CH:21]=[CH:20][C:19]([S:22][C:23]([CH3:32])([CH3:31])[C:24]([O:26][C:27]([CH3:30])([CH3:29])[CH3:28])=[O:25])=[CH:18][CH:17]=2)[CH2:9][C:10]2[O:11][CH:12]=[CH:13][CH:14]=2)[CH:3]=1.[Br-].[CH3:34][C:35]1[CH:42]=[CH:41][C:38]([CH2:39][Zn+])=[CH:37][CH:36]=1.[Cl-].[NH4+], predict the reaction product.